This data is from Full USPTO retrosynthesis dataset with 1.9M reactions from patents (1976-2016). The task is: Predict the reactants needed to synthesize the given product. (1) Given the product [NH2:21][C:16]1[CH:17]=[N:18][CH:19]=[CH:20][C:15]=1[C@H:13]1[CH2:14][C@@H:9]([NH:8][C:35](=[O:36])[O:37][C:38]([CH3:39])([CH3:40])[CH3:41])[CH2:10][C@@H:11]([CH:24]([CH3:26])[CH3:25])[O:12]1.[NH2:21][C:16]1[CH:17]=[N:18][CH:19]=[CH:20][C:15]=1[C@@H:13]1[CH2:14][C@H:9]([NH:8][C:35](=[O:36])[O:37][C:38]([CH3:39])([CH3:40])[CH3:41])[CH2:10][C@H:11]([CH:24]([CH3:26])[CH3:25])[O:12]1, predict the reactants needed to synthesize it. The reactants are: C([NH:8][C@@H:9]1[CH2:14][C@H:13]([C:15]2[CH:20]=[CH:19][N:18]=[CH:17][C:16]=2[N+:21]([O-])=O)[O:12][C@H:11]([CH:24]([CH3:26])[CH3:25])[CH2:10]1)C1C=CC=CC=1.[CH3:39][C:38]([O:37][C:35](O[C:35]([O:37][C:38]([CH3:41])([CH3:40])[CH3:39])=[O:36])=[O:36])([CH3:41])[CH3:40]. (2) The reactants are: [Cl:1][C:2]1[CH:3]=[C:4]([CH:8]2[C:12]([C:15]3[CH:20]=[CH:19][C:18]([Cl:21])=[CH:17][CH:16]=3)([C:13]#[N:14])[CH:11]([CH2:22][C:23]([CH3:26])([CH3:25])[CH3:24])[NH:10][CH:9]2[C:27](O)=[O:28])[CH:5]=[CH:6][CH:7]=1.[CH3:30][O:31][C:32]1[CH:33]=[C:34]([CH2:40][CH2:41][NH2:42])[CH:35]=[CH:36][C:37]=1[O:38][CH3:39].CN(C(ON1N=NC2C=CC=NC1=2)=[N+](C)C)C.F[P-](F)(F)(F)(F)F.CCN(C(C)C)C(C)C. Given the product [CH3:30][O:31][C:32]1[CH:33]=[C:34]([CH2:40][CH2:41][NH:42][C:27]([CH:9]2[CH:8]([C:4]3[CH:5]=[CH:6][CH:7]=[C:2]([Cl:1])[CH:3]=3)[C:12]([C:15]3[CH:16]=[CH:17][C:18]([Cl:21])=[CH:19][CH:20]=3)([C:13]#[N:14])[CH:11]([CH2:22][C:23]([CH3:26])([CH3:25])[CH3:24])[NH:10]2)=[O:28])[CH:35]=[CH:36][C:37]=1[O:38][CH3:39], predict the reactants needed to synthesize it. (3) Given the product [C:1]([C:5]1[C:14]2[CH:13]=[C:12](/[C:15](/[CH2:23][CH3:24])=[C:16](/[F:22])\[CH2:17][OH:18])[C:11]([O:25][CH2:26][CH3:27])=[CH:10][C:9]=2[C:8]([CH3:28])([CH3:29])[CH2:7][CH:6]=1)([CH3:4])([CH3:2])[CH3:3], predict the reactants needed to synthesize it. The reactants are: [C:1]([C:5]1[C:14]2[CH:13]=[C:12](/[C:15](/[CH2:23][CH3:24])=[C:16](/[F:22])\[C:17](OCC)=[O:18])[C:11]([O:25][CH2:26][CH3:27])=[CH:10][C:9]=2[C:8]([CH3:29])([CH3:28])[CH2:7][CH:6]=1)([CH3:4])([CH3:3])[CH3:2].[H-].C([Al+]CC(C)C)C(C)C. (4) Given the product [Br:22][C:11]1[CH:10]=[C:5]([CH:4]=[C:3]([N+:12]([O-:14])=[O:13])[C:2]=1[OH:1])[C:6]([O:8][CH3:9])=[O:7], predict the reactants needed to synthesize it. The reactants are: [OH:1][C:2]1[CH:11]=[CH:10][C:5]([C:6]([O:8][CH3:9])=[O:7])=[CH:4][C:3]=1[N+:12]([O-:14])=[O:13].C1C(=O)N([Br:22])C(=O)C1. (5) Given the product [F:37][C:2]([F:1])([C:33]([F:34])([F:35])[F:36])[CH2:3][CH2:4][C:5]1[CH:10]=[CH:9][C:8]([C:11]2[CH:12]=[CH:13][C:14]([S:17]([C:20]3([C:26]([OH:28])=[O:27])[CH2:25][CH2:24][O:23][CH2:22][CH2:21]3)(=[O:18])=[O:19])=[CH:15][CH:16]=2)=[CH:7][CH:6]=1, predict the reactants needed to synthesize it. The reactants are: [F:1][C:2]([F:37])([C:33]([F:36])([F:35])[F:34])[CH2:3][CH2:4][C:5]1[CH:10]=[CH:9][C:8]([C:11]2[CH:16]=[CH:15][C:14]([S:17]([C:20]3([C:26]([O:28]C(C)(C)C)=[O:27])[CH2:25][CH2:24][O:23][CH2:22][CH2:21]3)(=[O:19])=[O:18])=[CH:13][CH:12]=2)=[CH:7][CH:6]=1. (6) Given the product [Br:1][C:2]1[C:3]([NH:10][C:11]2[CH:12]=[C:13]([CH2:17][CH2:18][C:19]3[CH:20]=[C:21]([NH:25][C:26](=[O:32])[O:27][C:28]([CH3:30])([CH3:29])[CH3:31])[CH:22]=[CH:23][CH:24]=3)[CH:14]=[CH:15][CH:16]=2)=[N:4][C:5]([Cl:8])=[N:6][CH:7]=1, predict the reactants needed to synthesize it. The reactants are: [Br:1][C:2]1[C:3](Cl)=[N:4][C:5]([Cl:8])=[N:6][CH:7]=1.[NH2:10][C:11]1[CH:12]=[C:13]([CH2:17][CH2:18][C:19]2[CH:20]=[C:21]([NH:25][C:26](=[O:32])[O:27][C:28]([CH3:31])([CH3:30])[CH3:29])[CH:22]=[CH:23][CH:24]=2)[CH:14]=[CH:15][CH:16]=1.